Dataset: Reaction yield outcomes from USPTO patents with 853,638 reactions. Task: Predict the reaction yield, written as a fraction of the theoretical maximum amount of product (1.0 means a 100% yield; for example, 0.34 means a 34% yield). The reactants are [CH3:1][C:2]1[O:6][N:5]=[C:4]([C:7]2[CH:12]=[CH:11][CH:10]=[CH:9][CH:8]=2)[C:3]=1[C:13]([NH:15][NH2:16])=[O:14].[C:17](O)(=O)[C:18]1[CH:23]=[CH:22][N:21]=[CH:20][CH:19]=1. No catalyst specified. The product is [CH3:1][C:2]1[O:6][N:5]=[C:4]([C:7]2[CH:12]=[CH:11][CH:10]=[CH:9][CH:8]=2)[C:3]=1[C:13]1[O:14][C:17]([C:18]2[CH:23]=[CH:22][N:21]=[CH:20][CH:19]=2)=[N:16][N:15]=1. The yield is 0.200.